This data is from Forward reaction prediction with 1.9M reactions from USPTO patents (1976-2016). The task is: Predict the product of the given reaction. (1) Given the reactants [CH3:1][C:2]1[CH:7]=[CH:6][C:5]([C:8]2[O:12][N:11]=[CH:10][C:9]=2[C:13](Cl)=[O:14])=[CH:4][CH:3]=1.[CH2:16]1[C:24]2[C:19](=[CH:20][CH:21]=[CH:22][CH:23]=2)[CH2:18][NH:17]1, predict the reaction product. The product is: [CH3:1][C:2]1[CH:7]=[CH:6][C:5]([C:8]2[O:12][N:11]=[CH:10][C:9]=2[C:13]([N:17]2[CH2:18][C:19]3[C:24](=[CH:23][CH:22]=[CH:21][CH:20]=3)[CH2:16]2)=[O:14])=[CH:4][CH:3]=1. (2) Given the reactants Br[C:2]1[CH:3]=[N:4][C:5]2[C:10]([CH:11]=1)=[CH:9][CH:8]=[CH:7][CH:6]=2.P([O-])([O-])([O-])=O.[K+].[K+].[K+].[F:20][C:21]1[CH:26]=[CH:25][C:24](B(O)O)=[CH:23][CH:22]=1, predict the reaction product. The product is: [F:20][C:21]1[CH:26]=[CH:25][C:24]([C:2]2[CH:3]=[N:4][C:5]3[C:10]([CH:11]=2)=[CH:9][CH:8]=[CH:7][CH:6]=3)=[CH:23][CH:22]=1. (3) Given the reactants [C:1]([C:5]1[CH:9]=[C:8]([C:10]2[CH:15]=[CH:14][CH:13]=[CH:12][CH:11]=2)[N:7]([CH2:16][C:17]2[CH:22]=[CH:21][C:20]([CH2:23][OH:24])=[CH:19][CH:18]=2)[N:6]=1)([CH3:4])([CH3:3])[CH3:2].[F:25][C:26]1[CH:31]=[C:30](O)[CH:29]=[CH:28][C:27]=1[CH2:33][CH2:34][C:35]([O:37][CH2:38][CH3:39])=[O:36].C1(P(C2C=CC=CC=2)C2C=CC=CC=2)C=CC=CC=1.N(C(OCC)=O)=NC(OCC)=O, predict the reaction product. The product is: [C:1]([C:5]1[CH:9]=[C:8]([C:10]2[CH:15]=[CH:14][CH:13]=[CH:12][CH:11]=2)[N:7]([CH2:16][C:17]2[CH:18]=[CH:19][C:20]([CH2:23][O:24][C:30]3[CH:29]=[CH:28][C:27]([CH2:33][CH2:34][C:35]([O:37][CH2:38][CH3:39])=[O:36])=[C:26]([F:25])[CH:31]=3)=[CH:21][CH:22]=2)[N:6]=1)([CH3:4])([CH3:2])[CH3:3]. (4) Given the reactants [F:1][C:2]1[CH:3]=[C:4]([C:11]2[CH:16]=[CH:15][C:14]([C:17](=[O:26])[CH2:18][C:19]([CH3:25])([CH3:24])[C:20]([O:22][CH3:23])=[O:21])=[CH:13][CH:12]=2)[CH:5]=[CH:6][C:7]=1[NH:8]C=O.Cl, predict the reaction product. The product is: [NH2:8][C:7]1[CH:6]=[CH:5][C:4]([C:11]2[CH:12]=[CH:13][C:14]([C:17](=[O:26])[CH2:18][C:19]([CH3:24])([CH3:25])[C:20]([O:22][CH3:23])=[O:21])=[CH:15][CH:16]=2)=[CH:3][C:2]=1[F:1]. (5) Given the reactants [CH:1]1([NH2:4])[CH2:3][CH2:2]1.C(N(CC)CC)C.Cl[C:13](=[O:19])[C:14]([O:16][CH2:17][CH3:18])=[O:15], predict the reaction product. The product is: [CH2:17]([O:16][C:14](=[O:15])[C:13]([NH:4][CH:1]1[CH2:3][CH2:2]1)=[O:19])[CH3:18].